From a dataset of Forward reaction prediction with 1.9M reactions from USPTO patents (1976-2016). Predict the product of the given reaction. (1) Given the reactants [Cl:1][C:2]1[CH:7]=[C:6](Cl)[N:5]=[CH:4][N:3]=1.C(Cl)Cl.[I-].[CH2:13]([Zn+])[C:14]([CH3:17])([CH3:16])[CH3:15], predict the reaction product. The product is: [Cl:1][C:2]1[CH:7]=[C:6]([CH2:13][C:14]([CH3:17])([CH3:16])[CH3:15])[N:5]=[CH:4][N:3]=1. (2) Given the reactants Cl.Cl.[F:3][C:4]1[CH:5]=[C:6]2[C:10](=[CH:11][CH:12]=1)[NH:9][CH:8]=[C:7]2[C:13](=O)[CH2:14][CH2:15][CH2:16][N:17]1[CH2:22][CH2:21][NH:20][CH2:19][CH2:18]1.[H-].[H-].[H-].[H-].[Li+].[Al+3], predict the reaction product. The product is: [F:3][C:4]1[CH:5]=[C:6]2[C:10](=[CH:11][CH:12]=1)[NH:9][CH:8]=[C:7]2[CH2:13][CH2:14][CH2:15][CH2:16][N:17]1[CH2:22][CH2:21][NH:20][CH2:19][CH2:18]1.